Task: Predict the reactants needed to synthesize the given product.. Dataset: Full USPTO retrosynthesis dataset with 1.9M reactions from patents (1976-2016) (1) The reactants are: [Cl:1][C:2]1[CH:10]=[CH:9][CH:8]=[C:7]2[C:3]=1[C:4]1[C:14](=O)[NH:13][C:12]([NH:16][C:17](=[O:22])[C:18]([CH3:21])([CH3:20])[CH3:19])=[N:11][C:5]=1[NH:6]2.O=P(Cl)(Cl)[Cl:25].C(Cl)(Cl)Cl.CO.CCOCC. Given the product [Cl:25][C:14]1[C:4]2[C:3]3[C:7](=[CH:8][CH:9]=[CH:10][C:2]=3[Cl:1])[NH:6][C:5]=2[N:11]=[C:12]([NH:16][C:17](=[O:22])[C:18]([CH3:21])([CH3:20])[CH3:19])[N:13]=1, predict the reactants needed to synthesize it. (2) The reactants are: FC(F)(F)C(OCC1C=CC=CC=1)=O.[NH2:15][C:16]1[CH:21]=[CH:20][N:19]=[CH:18][CH:17]=1.[Li+].C[Si]([N-][Si](C)(C)C)(C)C.CS([C:35]1[N:40]=[C:39]([C:41]2[C:42]([C:48]([F:51])([F:50])[F:49])=[N:43][C:44]([NH2:47])=[N:45][CH:46]=2)[CH:38]=[CH:37][N:36]=1)=O. Given the product [N:19]1[CH:20]=[CH:21][C:16]([NH:15][C:35]2[N:40]=[C:39]([C:41]3[C:42]([C:48]([F:49])([F:51])[F:50])=[N:43][C:44]([NH2:47])=[N:45][CH:46]=3)[CH:38]=[CH:37][N:36]=2)=[CH:17][CH:18]=1, predict the reactants needed to synthesize it.